Task: Predict which catalyst facilitates the given reaction.. Dataset: Catalyst prediction with 721,799 reactions and 888 catalyst types from USPTO (1) The catalyst class is: 2. Product: [CH3:17][C:16]1[C:11]([CH2:10][CH2:9][C:8]2[CH:38]=[CH:39][CH:40]=[CH:41][C:7]=2[C:4]2([C:1]([NH2:2])=[O:3])[CH2:6][CH2:5]2)=[N:12][C:13]([NH:18][C:19]2[CH:24]=[N:23][C:22]([CH:25]3[CH2:30][CH2:29][NH:28][CH2:27][CH2:26]3)=[CH:21][CH:20]=2)=[N:14][CH:15]=1. Reactant: [C:1]([C:4]1([C:7]2[CH:41]=[CH:40][CH:39]=[CH:38][C:8]=2[CH2:9][CH2:10][C:11]2[C:16]([CH3:17])=[CH:15][N:14]=[C:13]([NH:18][C:19]3[CH:20]=[CH:21][C:22]([CH:25]4[CH2:30][CH2:29][N:28](C(OC(C)(C)C)=O)[CH2:27][CH2:26]4)=[N:23][CH:24]=3)[N:12]=2)[CH2:6][CH2:5]1)(=[O:3])[NH2:2].C(O)(C(F)(F)F)=O.C([O-])(O)=O.[Na+].[OH-].[Na+]. (2) Reactant: ClS([N:5]=C=O)(=O)=O.[CH3:8][O:9][C:10]1[CH:11]=[C:12]([CH:16]=[CH:17][C:18]=1[CH3:19])[C:13](O)=O.CN(C=O)C. Product: [CH3:8][O:9][C:10]1[CH:11]=[C:12]([CH:16]=[CH:17][C:18]=1[CH3:19])[C:13]#[N:5]. The catalyst class is: 2. (3) Reactant: Cl[C:2]1[C:10]2[N:9]=[C:8]([CH3:11])[NH:7][C:6]=2[CH:5]=[CH:4][C:3]=1[O:12][C:13]1[N:18]=[CH:17][N:16]=[C:15]([N:19]2[CH2:24][CH2:23][CH:22]([N:25]3[CH2:31][CH2:30][C:29]4[CH:32]=[C:33]([O:36][CH3:37])[CH:34]=[CH:35][C:28]=4[NH:27][C:26]3=[O:38])[CH2:21][CH2:20]2)[CH:14]=1.[H][H]. Product: [CH3:37][O:36][C:33]1[CH:34]=[CH:35][C:28]2[NH:27][C:26](=[O:38])[N:25]([CH:22]3[CH2:23][CH2:24][N:19]([C:15]4[CH:14]=[C:13]([O:12][C:3]5[CH:4]=[CH:5][C:6]6[NH:7][C:8]([CH3:11])=[N:9][C:10]=6[CH:2]=5)[N:18]=[CH:17][N:16]=4)[CH2:20][CH2:21]3)[CH2:31][CH2:30][C:29]=2[CH:32]=1. The catalyst class is: 19. (4) The catalyst class is: 7. Reactant: Cl.[CH2:2]([N:9]([CH2:20][C:21]1[CH:26]=[CH:25][CH:24]=[CH:23][CH:22]=1)[C@H:10]1[CH2:15][CH2:14][C@H:13]([C:16](OC)=O)[CH2:12][CH2:11]1)[C:3]1[CH:8]=[CH:7][CH:6]=[CH:5][CH:4]=1.C([N:29](CC)CC)C.[Cl-].[NH4+].CCCP1(OP(CCC)(=O)OP(CCC)(=O)O1)=O. Product: [CH2:2]([N:9]([CH2:20][C:21]1[CH:26]=[CH:25][CH:24]=[CH:23][CH:22]=1)[C@H:10]1[CH2:15][CH2:14][C@H:13]([C:16]#[N:29])[CH2:12][CH2:11]1)[C:3]1[CH:8]=[CH:7][CH:6]=[CH:5][CH:4]=1. (5) Reactant: N[C:2]1[S:3][C:4]2[CH:10]=[CH:9][CH:8]=[C:7]([CH3:11])[C:5]=2[N:6]=1.C(ON=O)CC(C)C. Product: [CH3:11][C:7]1[C:5]2[N:6]=[CH:2][S:3][C:4]=2[CH:10]=[CH:9][CH:8]=1. The catalyst class is: 12. (6) Reactant: [Cl:1][C:2]1[CH:7]=[CH:6][C:5]([C:8]2[CH:13]=[CH:12][N:11]3[C:14](=[O:32])[N:15]([CH2:17][C:18]4[C:19]([C:28]([O:30]C)=[O:29])=[N:20][C:21]([C:24]([F:27])([F:26])[F:25])=[CH:22][CH:23]=4)[N:16]=[C:10]3[C:9]=2[C:33]2[CH:38]=[CH:37][N:36]=[CH:35][CH:34]=2)=[CH:4][CH:3]=1.Cl. Product: [Cl:1][C:2]1[CH:3]=[CH:4][C:5]([C:8]2[CH:13]=[CH:12][N:11]3[C:14](=[O:32])[N:15]([CH2:17][C:18]4[C:19]([C:28]([OH:30])=[O:29])=[N:20][C:21]([C:24]([F:27])([F:26])[F:25])=[CH:22][CH:23]=4)[N:16]=[C:10]3[C:9]=2[C:33]2[CH:34]=[CH:35][N:36]=[CH:37][CH:38]=2)=[CH:6][CH:7]=1. The catalyst class is: 821. (7) Reactant: [C:1]([O:5][CH3:6])(=[O:4])[CH:2]=[CH2:3].[C:7]([O:11][CH3:12])(=[O:10])[CH2:8][SH:9].N1CCCCC1.C([O-])(=O)C=C. Product: [CH3:12][O:11][C:7]([CH2:8][S:9][CH2:3][CH2:2][C:1]([O:5][CH3:6])=[O:4])=[O:10]. The catalyst class is: 22.